This data is from Forward reaction prediction with 1.9M reactions from USPTO patents (1976-2016). The task is: Predict the product of the given reaction. (1) Given the reactants [NH2:1][C:2]1[C:7]([N+:8]([O-])=O)=[CH:6][C:5]([C:11]2[CH:16]=[CH:15][C:14]([N:17]([CH3:19])[CH3:18])=[CH:13][CH:12]=2)=[CH:4][N:3]=1.[H][H], predict the reaction product. The product is: [NH2:1][C:2]1[C:7]([NH2:8])=[CH:6][C:5]([C:11]2[CH:12]=[CH:13][C:14]([N:17]([CH3:19])[CH3:18])=[CH:15][CH:16]=2)=[CH:4][N:3]=1. (2) Given the reactants I[C:2]1[CH:7]=[CH:6][CH:5]=[C:4]([N+:8]([O-:10])=[O:9])[CH:3]=1.[N:11]1[CH:16]=[CH:15][CH:14]=[C:13](B(O)O)[CH:12]=1.C([O-])([O-])=O.[Na+].[Na+].O, predict the reaction product. The product is: [N+:8]([C:4]1[CH:3]=[C:2]([C:13]2[CH:12]=[N:11][CH:16]=[CH:15][CH:14]=2)[CH:7]=[CH:6][CH:5]=1)([O-:10])=[O:9]. (3) Given the reactants [C:1]([O:5][C:6]([N:8]1[CH2:13][CH2:12][CH:11]([CH:14]([CH:20]([OH:22])[CH3:21])[C:15]([O:17][CH2:18][CH3:19])=[O:16])[CH2:10][CH2:9]1)=[O:7])([CH3:4])([CH3:3])[CH3:2], predict the reaction product. The product is: [C:1]([O:5][C:6]([N:8]1[CH2:13][CH2:12][CH:11]([CH:14]([C:20](=[O:22])[CH3:21])[C:15]([O:17][CH2:18][CH3:19])=[O:16])[CH2:10][CH2:9]1)=[O:7])([CH3:2])([CH3:3])[CH3:4]. (4) Given the reactants C(=O)([O-])[O-].[K+].[K+].[CH2:7](Br)[C:8]1[CH:13]=CC=[CH:10][CH:9]=1.[CH3:15][CH2:16][CH2:17][CH2:18][CH2:19][CH3:20].[C:21]([O:24][CH2:25][CH3:26])(=O)C.[CH3:27][C:28]([CH3:30])=[O:29], predict the reaction product. The product is: [CH2:21]([O:24][C:25]1[CH:26]=[CH:13][C:8]2[C:9](=[CH:27][C:28]([OH:29])=[CH:30][CH:7]=2)[CH:10]=1)[C:17]1[CH:16]=[CH:15][CH:20]=[CH:19][CH:18]=1. (5) The product is: [F:1][C:2]1[C:3]([C:22]2[N:26]([CH:27]3[CH2:28][CH2:29][O:30][CH2:31][CH2:32]3)[C:25]([CH3:33])=[N:24][CH:23]=2)=[N:4][C:5]([NH:8][CH:9]2[CH2:14][CH2:13][N:12]([C:15](=[O:17])[CH2:40][C:34]3[CH:39]=[CH:38][CH:37]=[CH:36][CH:35]=3)[CH2:11][CH2:10]2)=[N:6][CH:7]=1. Given the reactants [F:1][C:2]1[C:3]([C:22]2[N:26]([CH:27]3[CH2:32][CH2:31][O:30][CH2:29][CH2:28]3)[C:25]([CH3:33])=[N:24][CH:23]=2)=[N:4][C:5]([NH:8][CH:9]2[CH2:14][CH2:13][N:12]([C:15]([O:17]C(C)(C)C)=O)[CH2:11][CH2:10]2)=[N:6][CH:7]=1.[C:34]1([CH2:40]C(Cl)=O)[CH:39]=[CH:38][CH:37]=[CH:36][CH:35]=1, predict the reaction product. (6) Given the reactants [Br:1][C:2]1[C:7]2[S:8][C:9]([NH2:11])=[N:10][C:6]=2[CH:5]=[C:4]([Br:12])[N:3]=1.[CH2:13]([N:15]=[C:16]=[O:17])[CH3:14], predict the reaction product. The product is: [Br:1][C:2]1[C:7]2[S:8][C:9]([NH:11][C:16]([NH:15][CH2:13][CH3:14])=[O:17])=[N:10][C:6]=2[CH:5]=[C:4]([Br:12])[N:3]=1. (7) Given the reactants [F:1][CH:2]([F:21])[O:3][C:4]1[CH:9]=[CH:8][C:7]([C:10](=O)[C:11]([C:13]2[CH:14]=[C:15](C)[CH:16]=[CH:17]C=2)=O)=[CH:6][CH:5]=1.Cl.[CH3:23][NH:24][C:25]([NH2:27])=[NH:26].[C:28]([O-:31])([O-])=O.[Na+].[Na+].[CH3:34]CO, predict the reaction product. The product is: [NH2:26][C:25]1[N:24]([CH3:23])[C:28](=[O:31])[C:10]([C:7]2[CH:6]=[CH:5][C:4]([O:3][CH:2]([F:1])[F:21])=[CH:9][CH:8]=2)([C:11]2[CH:13]=[CH:14][CH:15]=[C:16]([CH3:17])[CH:34]=2)[N:27]=1. (8) Given the reactants FC(F)(F)C(O)=O.[CH3:8][N:9]1[C:18]2[C:13](=[CH:14][CH:15]=[CH:16][CH:17]=2)[CH:12]=[C:11]([C:19]([NH:21][CH2:22][C:23]([O:25]C(C)(C)C)=[O:24])=[O:20])[C:10]1=[O:30], predict the reaction product. The product is: [CH3:8][N:9]1[C:18]2[C:13](=[CH:14][CH:15]=[CH:16][CH:17]=2)[CH:12]=[C:11]([C:19]([NH:21][CH2:22][C:23]([OH:25])=[O:24])=[O:20])[C:10]1=[O:30]. (9) Given the reactants [CH3:1][O:2][C:3]1[CH:4]=[C:5]([CH:33]=[CH:34][C:35]=1[O:36][CH3:37])[CH2:6][CH:7]1[C:16]2[C:11](=[CH:12][C:13]([O:18][CH3:19])=[C:14]([OH:17])[CH:15]=2)[CH2:10][CH2:9][N:8]1[CH2:20][C:21]([NH:23][CH:24]1[C:32]2[C:27](=[CH:28][CH:29]=[CH:30][CH:31]=2)[CH2:26][CH2:25]1)=[O:22].Br[CH2:39][CH2:40][F:41], predict the reaction product. The product is: [CH3:1][O:2][C:3]1[CH:4]=[C:5]([CH:33]=[CH:34][C:35]=1[O:36][CH3:37])[CH2:6][CH:7]1[C:16]2[C:11](=[CH:12][C:13]([O:18][CH3:19])=[C:14]([O:17][CH2:39][CH2:40][F:41])[CH:15]=2)[CH2:10][CH2:9][N:8]1[CH2:20][C:21]([NH:23][CH:24]1[C:32]2[C:27](=[CH:28][CH:29]=[CH:30][CH:31]=2)[CH2:26][CH2:25]1)=[O:22]. (10) Given the reactants [Cl:1][C:2]1[CH:3]=[C:4]([NH:16][C:17]2[C:29]3[C:28]4[CH2:27][CH2:26][N:25]([C:30](=[O:42])[CH:31]=[CH:32][CH2:33][CH2:34][O:35]C5CCCCO5)[CH2:24][C:23]=4[S:22][C:21]=3[N:20]=[CH:19][N:18]=2)[CH:5]=[CH:6][C:7]=1[O:8][CH2:9][C:10]1[CH:15]=[CH:14][CH:13]=[CH:12][N:11]=1.C1(C)C=CC(S([O-])(=O)=O)=CC=1.[NH+]1C=CC=CC=1, predict the reaction product. The product is: [Cl:1][C:2]1[CH:3]=[C:4]([NH:16][C:17]2[C:29]3[C:28]4[CH2:27][CH2:26][N:25]([C:30](=[O:42])[CH:31]=[CH:32][CH2:33][CH2:34][OH:35])[CH2:24][C:23]=4[S:22][C:21]=3[N:20]=[CH:19][N:18]=2)[CH:5]=[CH:6][C:7]=1[O:8][CH2:9][C:10]1[CH:15]=[CH:14][CH:13]=[CH:12][N:11]=1.